Regression. Given two drug SMILES strings and cell line genomic features, predict the synergy score measuring deviation from expected non-interaction effect. From a dataset of NCI-60 drug combinations with 297,098 pairs across 59 cell lines. Drug 2: C(CN)CNCCSP(=O)(O)O. Drug 1: CC1OCC2C(O1)C(C(C(O2)OC3C4COC(=O)C4C(C5=CC6=C(C=C35)OCO6)C7=CC(=C(C(=C7)OC)O)OC)O)O. Cell line: T-47D. Synergy scores: CSS=33.2, Synergy_ZIP=-5.32, Synergy_Bliss=-0.570, Synergy_Loewe=-35.0, Synergy_HSA=-1.19.